Task: Regression. Given two drug SMILES strings and cell line genomic features, predict the synergy score measuring deviation from expected non-interaction effect.. Dataset: NCI-60 drug combinations with 297,098 pairs across 59 cell lines (1) Drug 1: C1C(C(OC1N2C=NC3=C(N=C(N=C32)Cl)N)CO)O. Drug 2: C(CC(=O)O)C(=O)CN.Cl. Cell line: SF-268. Synergy scores: CSS=12.9, Synergy_ZIP=-5.90, Synergy_Bliss=-3.55, Synergy_Loewe=-4.77, Synergy_HSA=-1.77. (2) Drug 1: C1CN1C2=NC(=NC(=N2)N3CC3)N4CC4. Drug 2: C1C(C(OC1N2C=NC(=NC2=O)N)CO)O. Cell line: SK-OV-3. Synergy scores: CSS=15.7, Synergy_ZIP=2.10, Synergy_Bliss=1.60, Synergy_Loewe=-2.78, Synergy_HSA=-0.919.